Task: Predict the reaction yield, written as a fraction of the theoretical maximum amount of product (1.0 means a 100% yield; for example, 0.34 means a 34% yield).. Dataset: Reaction yield outcomes from USPTO patents with 853,638 reactions (1) The reactants are [Cl:1][C:2]1[CH:3]=[C:4]([NH2:20])[C:5]([NH2:19])=[CH:6][C:7]=1[O:8][C:9]1[CH:14]=[CH:13][C:12]([C:15]([F:18])([F:17])[F:16])=[CH:11][CH:10]=1.O.C(=O)(O)[O-].[Na+].[F:27][C:28]([F:36])([F:35])[C:29]([F:34])([F:33])[C:30](O)=O. No catalyst specified. The product is [Cl:1][C:2]1[C:7]([O:8][C:9]2[CH:14]=[CH:13][C:12]([C:15]([F:18])([F:16])[F:17])=[CH:11][CH:10]=2)=[CH:6][C:5]2[NH:19][C:30]([C:29]([F:34])([F:33])[C:28]([F:36])([F:35])[F:27])=[N:20][C:4]=2[CH:3]=1. The yield is 0.497. (2) The reactants are Br[C:2]1[CH:3]=[CH:4][C:5]2[S:9][C:8]([CH3:10])=[N:7][C:6]=2[CH:11]=1.[B:12]1([B:12]2[O:16][C:15]([CH3:18])([CH3:17])[C:14]([CH3:20])([CH3:19])[O:13]2)[O:16][C:15]([CH3:18])([CH3:17])[C:14]([CH3:20])([CH3:19])[O:13]1.C([O-])(=O)C.[K+]. The catalyst is O1CCCC1. The product is [CH3:10][C:8]1[S:9][C:5]2[CH:4]=[CH:3][C:2]([B:12]3[O:16][C:15]([CH3:18])([CH3:17])[C:14]([CH3:20])([CH3:19])[O:13]3)=[CH:11][C:6]=2[N:7]=1. The yield is 0.810.